Dataset: Forward reaction prediction with 1.9M reactions from USPTO patents (1976-2016). Task: Predict the product of the given reaction. (1) Given the reactants [C:1]([O:5][C:6](=[O:23])[C@@H:7]([CH:20]([CH3:22])[CH3:21])[NH:8][S:9]([C:12]1[CH:17]=[CH:16][C:15]([O:18][CH3:19])=[CH:14][CH:13]=1)(=[O:11])=[O:10])([CH3:4])([CH3:3])[CH3:2].[H-].[Na+].I[CH3:27], predict the reaction product. The product is: [C:1]([O:5][C:6](=[O:23])[CH:7]([N:8]([S:9]([C:12]1[CH:13]=[CH:14][C:15]([O:18][CH3:19])=[CH:16][CH:17]=1)(=[O:11])=[O:10])[CH3:27])[CH:20]([CH3:21])[CH3:22])([CH3:4])([CH3:3])[CH3:2]. (2) Given the reactants [CH2:1]([N:3]1[CH:7]=[C:6]([NH:8][C:9]2[N:14]=[CH:13][C:12]([CH2:15][CH2:16][C:17]3[CH:18]=[C:19]([CH:23]=[C:24]([O:27][CH3:28])[C:25]=3[F:26])[C:20]([OH:22])=O)=[CH:11][N:10]=2)[CH:5]=[N:4]1)[CH3:2].[CH3:29][N:30](C(ON1N=NC2C=CC=NC1=2)=[N+](C)C)C.F[P-](F)(F)(F)(F)F.Cl.CN, predict the reaction product. The product is: [CH2:1]([N:3]1[CH:7]=[C:6]([NH:8][C:9]2[N:14]=[CH:13][C:12]([CH2:15][CH2:16][C:17]3[CH:18]=[C:19]([CH:23]=[C:24]([O:27][CH3:28])[C:25]=3[F:26])[C:20]([NH:30][CH3:29])=[O:22])=[CH:11][N:10]=2)[CH:5]=[N:4]1)[CH3:2]. (3) Given the reactants [F:1][CH2:2][C:3]([NH:6][C:7]1[N:16]([CH3:17])[C:15](=[O:18])[C:14]2[C:9](=[C:10](I)[CH:11]=[CH:12][CH:13]=2)[N:8]=1)([CH3:5])[CH3:4].[CH3:20][C@@H:21]1[C:25]2[NH:26][C:27](B3OC(C)(C)C(C)(C)O3)=[CH:28][C:24]=2[C:23](=[O:38])[NH:22]1, predict the reaction product. The product is: [F:1][CH2:2][C:3]([NH:6][C:7]1[N:16]([CH3:17])[C:15](=[O:18])[C:14]2[C:9](=[C:10]([C:27]3[NH:26][C:25]4[C@@H:21]([CH3:20])[NH:22][C:23](=[O:38])[C:24]=4[CH:28]=3)[CH:11]=[CH:12][CH:13]=2)[N:8]=1)([CH3:5])[CH3:4]. (4) Given the reactants [NH2:1][C:2]1[CH:7]=[C:6]([O:8][CH2:9][C:10]2[CH:15]=[CH:14][CH:13]=[CH:12][C:11]=2[O:16][CH3:17])[CH:5]=[CH:4][C:3]=1[S:18][C:19]1[CH:24]=[CH:23][C:22]([OH:25])=[CH:21][CH:20]=1.C([C:28]1[C:29]([N:34]=[CH:35][N:36]([CH3:38])C)=[N:30][CH:31]=[CH:32][CH:33]=1)#N.NC1C=C(OCC2C=CC=C(F)C=2)C=CC=1SC1C=CC(O)=CC=1, predict the reaction product. The product is: [CH3:17][O:16][C:11]1[CH:12]=[CH:13][CH:14]=[CH:15][C:10]=1[CH2:9][O:8][C:6]1[CH:5]=[CH:4][C:3]([S:18][C:19]2[CH:20]=[CH:21][C:22]([OH:25])=[CH:23][CH:24]=2)=[C:2]([NH:1][C:38]2[C:28]3[CH:33]=[CH:32][CH:31]=[N:30][C:29]=3[N:34]=[CH:35][N:36]=2)[CH:7]=1. (5) The product is: [C:23]([O:27][C:28]([N:19]1[CH2:20][CH2:21][CH:16]([NH:15][C:13]2[O:14][C:10]3[CH:9]=[CH:8][C:7]([O:6][CH2:5][CH2:4][CH2:3][O:2][CH3:1])=[CH:22][C:11]=3[N:12]=2)[CH2:17][CH2:18]1)=[O:29])([CH3:26])([CH3:25])[CH3:24]. Given the reactants [CH3:1][O:2][CH2:3][CH2:4][CH2:5][O:6][C:7]1[CH:8]=[CH:9][C:10]2[O:14][C:13]([NH:15][CH:16]3[CH2:21][CH2:20][NH:19][CH2:18][CH2:17]3)=[N:12][C:11]=2[CH:22]=1.[C:23]([O:27][C:28](N1CCC(NC2OC3C=CC(O)=CC=3N=2)CC1)=[O:29])([CH3:26])([CH3:25])[CH3:24].BrCCCOC.C(=O)([O-])[O-].[K+].[K+], predict the reaction product.